From a dataset of Catalyst prediction with 721,799 reactions and 888 catalyst types from USPTO. Predict which catalyst facilitates the given reaction. Reactant: [Cl:1][C:2]1[CH:7]=[C:6]([Cl:8])[CH:5]=[CH:4][C:3]=1[C:9]1[C:14]2=[N:15][N:16]([CH3:18])[CH:17]=[C:13]2[CH:12]=[CH:11][N:10]=1.Cl. Product: [ClH:1].[Cl:1][C:2]1[CH:7]=[C:6]([Cl:8])[CH:5]=[CH:4][C:3]=1[C:9]1[C:14]2=[N:15][N:16]([CH3:18])[CH:17]=[C:13]2[CH:12]=[CH:11][N:10]=1. The catalyst class is: 27.